Dataset: Full USPTO retrosynthesis dataset with 1.9M reactions from patents (1976-2016). Task: Predict the reactants needed to synthesize the given product. (1) Given the product [Cl:16][C:15]1[C:10]([C:7]2[CH:8]=[CH:9][C:4]([C:3]([OH:21])=[O:2])=[CH:5][CH:6]=2)=[N:11][C:12]([NH:17][CH:18]2[CH2:20][CH2:19]2)=[N:13][CH:14]=1, predict the reactants needed to synthesize it. The reactants are: C[O:2][C:3](=[O:21])[C:4]1[CH:9]=[CH:8][C:7]([C:10]2[C:15]([Cl:16])=[CH:14][N:13]=[C:12]([NH:17][CH:18]3[CH2:20][CH2:19]3)[N:11]=2)=[CH:6][CH:5]=1.O.[OH-].[Li+]. (2) The reactants are: Cl[C:2]1[C:3]([O:8][C:9]2[CH:14]=[CH:13][C:12]([NH:15][C:16]3[CH:21]=[CH:20][CH:19]=[CH:18][N:17]=3)=[CH:11][CH:10]=2)=[N:4][CH:5]=[CH:6][N:7]=1.[CH3:22][C:23]1[CH:28]=[C:27](B(O)O)[CH:26]=[CH:25][N:24]=1.C(=O)([O-])[O-].[Cs+].[Cs+]. Given the product [CH3:22][C:23]1[CH:28]=[C:27]([C:2]2[C:3]([O:8][C:9]3[CH:14]=[CH:13][C:12]([NH:15][C:16]4[CH:21]=[CH:20][CH:19]=[CH:18][N:17]=4)=[CH:11][CH:10]=3)=[N:4][CH:5]=[CH:6][N:7]=2)[CH:26]=[CH:25][N:24]=1, predict the reactants needed to synthesize it.